Predict the reaction yield, written as a fraction of the theoretical maximum amount of product (1.0 means a 100% yield; for example, 0.34 means a 34% yield). From a dataset of Reaction yield outcomes from USPTO patents with 853,638 reactions. The reactants are [NH2:1][C:2]1[CH:30]=[CH:29][C:5]([O:6][C:7]2[CH:12]=[CH:11][N:10]=[C:9]([NH:13][C:14]([N:16]3[CH2:21][CH2:20][N:19]([CH:22]4[CH2:27][CH2:26][N:25]([CH3:28])[CH2:24][CH2:23]4)[CH2:18][CH2:17]3)=[O:15])[CH:8]=2)=[CH:4][CH:3]=1.[C:31]1([CH2:37][C:38]([N:40]=[C:41]=[O:42])=[O:39])[CH:36]=[CH:35][CH:34]=[CH:33][CH:32]=1. The catalyst is O1CCCC1.CCCCCC. The product is [CH3:28][N:25]1[CH2:24][CH2:23][CH:22]([N:19]2[CH2:18][CH2:17][N:16]([C:14]([NH:13][C:9]3[CH:8]=[C:7]([O:6][C:5]4[CH:4]=[CH:3][C:2]([NH:1][C:41]([NH:40][C:38](=[O:39])[CH2:37][C:31]5[CH:32]=[CH:33][CH:34]=[CH:35][CH:36]=5)=[O:42])=[CH:30][CH:29]=4)[CH:12]=[CH:11][N:10]=3)=[O:15])[CH2:21][CH2:20]2)[CH2:27][CH2:26]1. The yield is 0.660.